This data is from Catalyst prediction with 721,799 reactions and 888 catalyst types from USPTO. The task is: Predict which catalyst facilitates the given reaction. (1) Reactant: [CH3:1][O:2][C:3]1[CH:4]=[C:5]([CH2:23][C:24]([O:26]CC)=[O:25])[CH:6]=[CH:7][C:8]=1[O:9][CH2:10][C:11]1[N:12]=[C:13]([C:17]2[CH:22]=[CH:21][CH:20]=[CH:19][CH:18]=2)[O:14][C:15]=1[CH3:16].[OH-].[Na+].O1CCCC1.Cl. Product: [CH3:1][O:2][C:3]1[CH:4]=[C:5]([CH2:23][C:24]([OH:26])=[O:25])[CH:6]=[CH:7][C:8]=1[O:9][CH2:10][C:11]1[N:12]=[C:13]([C:17]2[CH:18]=[CH:19][CH:20]=[CH:21][CH:22]=2)[O:14][C:15]=1[CH3:16]. The catalyst class is: 8. (2) Reactant: C([O:8][C:9]1[CH:14]=[CH:13][C:12]([N:15]2[C:19]([CH3:20])=[C:18]([C:21]([NH:23][C@H:24]3[CH2:29][CH2:28][CH2:27][CH2:26][C@H:25]3[N:30]([CH3:32])[CH3:31])=[O:22])[N:17]=[C:16]2[C:33]2[CH:38]=[CH:37][C:36]([Cl:39])=[CH:35][C:34]=2[Cl:40])=[CH:11][CH:10]=1)C1C=CC=CC=1.CSC.B(F)(F)F.O. Product: [Cl:40][C:34]1[CH:35]=[C:36]([Cl:39])[CH:37]=[CH:38][C:33]=1[C:16]1[N:15]([C:12]2[CH:13]=[CH:14][C:9]([OH:8])=[CH:10][CH:11]=2)[C:19]([CH3:20])=[C:18]([C:21]([NH:23][C@H:24]2[CH2:29][CH2:28][CH2:27][CH2:26][C@H:25]2[N:30]([CH3:31])[CH3:32])=[O:22])[N:17]=1. The catalyst class is: 2. (3) Reactant: [CH3:1][N:2]1[CH2:5][C:4]2([CH2:14][C:13](=[O:15])[C:12]3[C:7](=[CH:8][CH:9]=[C:10](/[CH:16]=[CH:17]/[C:18]([NH:20][O:21]C4CCCCO4)=[O:19])[CH:11]=3)[O:6]2)[CH2:3]1.Cl. Product: [CH3:1][N:2]1[CH2:5][C:4]2([CH2:14][C:13](=[O:15])[C:12]3[C:7](=[CH:8][CH:9]=[C:10](/[CH:16]=[CH:17]/[C:18]([NH:20][OH:21])=[O:19])[CH:11]=3)[O:6]2)[CH2:3]1. The catalyst class is: 158. (4) Reactant: [F:1][C:2]1[C:11]([CH:12]([C:14]2[N:18]3[N:19]=[C:20]([N:23]4[CH2:28][CH2:27][NH:26][CH2:25][CH2:24]4)[CH:21]=[CH:22][C:17]3=[N:16][CH:15]=2)[CH3:13])=[C:10]([F:29])[CH:9]=[C:8]2[C:3]=1[CH:4]=[CH:5][CH:6]=[N:7]2.Cl[C:31]([O:33][CH3:34])=[O:32]. Product: [CH3:34][O:33][C:31]([N:26]1[CH2:27][CH2:28][N:23]([C:20]2[CH:21]=[CH:22][C:17]3[N:18]([C:14]([CH:12]([C:11]4[C:2]([F:1])=[C:3]5[C:8](=[CH:9][C:10]=4[F:29])[N:7]=[CH:6][CH:5]=[CH:4]5)[CH3:13])=[CH:15][N:16]=3)[N:19]=2)[CH2:24][CH2:25]1)=[O:32]. The catalyst class is: 17. (5) Reactant: [CH2:1]([C@H:8]([NH:48]C(=O)OC(C)(C)C)[C@@H:9]([OH:47])[CH2:10][C@H:11]([NH:25][C:26](=[O:46])[C@@H:27]([N:32]1[CH2:36][CH2:35][N:34]([CH2:37][C:38]2[CH:43]=[CH:42][CH:41]=[C:40]([CH3:44])[N:39]=2)[C:33]1=[O:45])[C:28]([CH3:31])([CH3:30])[CH3:29])[CH2:12][C:13]1[CH:18]=[CH:17][C:16]([C:19]2[CH:24]=[CH:23][CH:22]=[CH:21][N:20]=2)=[CH:15][CH:14]=1)[C:2]1[CH:7]=[CH:6][CH:5]=[CH:4][CH:3]=1.FC(F)(F)C(O)=O.[CH3:63][O:64][C:65]([NH:67][C@@H:68]([C:72]([CH3:75])([CH3:74])[CH3:73])[C:69]([OH:71])=O)=[O:66].CCOP(ON1N=NC2C=CC=CC=2C1=O)(OCC)=O.C(N(CC)C(C)C)(C)C. Product: [CH2:1]([C@H:8]([NH:48][C:69]([C@@H:68]([NH:67][C:65](=[O:66])[O:64][CH3:63])[C:72]([CH3:75])([CH3:74])[CH3:73])=[O:71])[C@@H:9]([OH:47])[CH2:10][C@H:11]([NH:25][C:26](=[O:46])[C@@H:27]([N:32]1[CH2:36][CH2:35][N:34]([CH2:37][C:38]2[CH:43]=[CH:42][CH:41]=[C:40]([CH3:44])[N:39]=2)[C:33]1=[O:45])[C:28]([CH3:31])([CH3:30])[CH3:29])[CH2:12][C:13]1[CH:14]=[CH:15][C:16]([C:19]2[CH:24]=[CH:23][CH:22]=[CH:21][N:20]=2)=[CH:17][CH:18]=1)[C:2]1[CH:3]=[CH:4][CH:5]=[CH:6][CH:7]=1. The catalyst class is: 266.